From a dataset of Catalyst prediction with 721,799 reactions and 888 catalyst types from USPTO. Predict which catalyst facilitates the given reaction. (1) Reactant: Cl[CH2:2][CH2:3][CH2:4][C:5]([C:7]1[CH:12]=[CH:11][CH:10]=[CH:9][CH:8]=1)=[O:6].[N-:13]=[N+:14]=[N-:15].[Na+].C(=O)([O-])O.[Na+]. Product: [N:13]([CH2:2][CH2:3][CH2:4][C:5]([C:7]1[CH:12]=[CH:11][CH:10]=[CH:9][CH:8]=1)=[O:6])=[N+:14]=[N-:15]. The catalyst class is: 9. (2) Reactant: [OH:1][C:2]1[CH:3]=[C:4]([CH2:8][CH2:9][NH:10][C:11](=[O:18])[CH2:12][CH2:13][CH2:14][CH2:15][CH2:16][CH3:17])[CH:5]=[CH:6][CH:7]=1.[Si:19](Cl)([C:22]([CH3:25])([CH3:24])[CH3:23])([CH3:21])[CH3:20].N1C=CN=C1. Product: [C:22]([Si:19]([CH3:21])([CH3:20])[O:1][C:2]1[CH:3]=[C:4]([CH2:8][CH2:9][NH:10][C:11](=[O:18])[CH2:12][CH2:13][CH2:14][CH2:15][CH2:16][CH3:17])[CH:5]=[CH:6][CH:7]=1)([CH3:25])([CH3:24])[CH3:23]. The catalyst class is: 2. (3) The catalyst class is: 4. Product: [O:18]1[C:14]2([CH2:19][CH2:20][C:11]([C:8]3[CH:7]=[CH:6][N:5]=[CH:10][CH:9]=3)=[CH:12][CH2:13]2)[O:15][CH2:16][CH2:17]1. Reactant: S(Cl)(Cl)=O.[N:5]1[CH:10]=[CH:9][C:8]([C:11]2(O)[CH2:20][CH2:19][C:14]3([O:18][CH2:17][CH2:16][O:15]3)[CH2:13][CH2:12]2)=[CH:7][CH:6]=1.N1C=CC=CC=1.C(=O)(O)[O-].[Na+].